From a dataset of NCI-60 drug combinations with 297,098 pairs across 59 cell lines. Regression. Given two drug SMILES strings and cell line genomic features, predict the synergy score measuring deviation from expected non-interaction effect. (1) Drug 1: C1=NC2=C(N1)C(=S)N=C(N2)N. Drug 2: N.N.Cl[Pt+2]Cl. Cell line: U251. Synergy scores: CSS=20.6, Synergy_ZIP=-8.31, Synergy_Bliss=-2.60, Synergy_Loewe=-14.3, Synergy_HSA=-2.04. (2) Drug 1: CC1C(C(CC(O1)OC2CC(CC3=C2C(=C4C(=C3O)C(=O)C5=C(C4=O)C(=CC=C5)OC)O)(C(=O)C)O)N)O.Cl. Drug 2: C1=NC2=C(N1)C(=S)N=CN2. Cell line: SK-MEL-5. Synergy scores: CSS=26.1, Synergy_ZIP=-8.94, Synergy_Bliss=-2.27, Synergy_Loewe=-3.94, Synergy_HSA=-3.01.